Dataset: Catalyst prediction with 721,799 reactions and 888 catalyst types from USPTO. Task: Predict which catalyst facilitates the given reaction. (1) Reactant: [N+:1]([C:4]1[CH:15]=[C:8]2[C:9]([O:11][C:12](=O)[NH:13][C:7]2=[CH:6][CH:5]=1)=[O:10])([O-:3])=[O:2].C[O-].[Na+].[CH:19]1([C:22](Cl)=[O:23])[CH2:21][CH2:20]1.O. Product: [CH3:12][O:11][C:9](=[O:10])[C:8]1[CH:15]=[C:4]([N+:1]([O-:3])=[O:2])[CH:5]=[CH:6][C:7]=1[NH:13][C:22]([CH:19]1[CH2:21][CH2:20]1)=[O:23]. The catalyst class is: 5. (2) Reactant: [Cl:1][C:2]1[CH:7]=[CH:6][C:5]([NH:8][C:9]([NH:11][C:12]2[CH:17]=[CH:16][C:15]([O:18][C:19]3[CH:24]=[CH:23][N:22]=[C:21](S(C)(=O)=O)[N:20]=3)=[CH:14][CH:13]=2)=[O:10])=[CH:4][C:3]=1[C:29]([F:32])([F:31])[F:30].[NH2:33][CH2:34][CH2:35][OH:36]. Product: [Cl:1][C:2]1[CH:7]=[CH:6][C:5]([NH:8][C:9]([NH:11][C:12]2[CH:17]=[CH:16][C:15]([O:18][C:19]3[CH:24]=[CH:23][N:22]=[C:21]([NH:33][CH2:34][CH2:35][OH:36])[N:20]=3)=[CH:14][CH:13]=2)=[O:10])=[CH:4][C:3]=1[C:29]([F:32])([F:31])[F:30]. The catalyst class is: 1. (3) The catalyst class is: 4. Reactant: S(Cl)([Cl:3])=O.[CH3:5][O:6][C:7]1[C:12]([CH2:13]O)=[CH:11][CH:10]=[CH:9][N:8]=1. Product: [Cl:3][CH2:13][C:12]1[C:7]([O:6][CH3:5])=[N:8][CH:9]=[CH:10][CH:11]=1. (4) Reactant: [F:1][C:2]1[CH:3]=[CH:4][C:5]([O:26][CH3:27])=[C:6]([C:8]2[CH:13]=[CH:12][N:11]=[C:10]3[NH:14][C:15]([C:17]4[CH2:18][CH2:19][N:20]([CH2:23][CH2:24][NH2:25])[CH2:21][CH:22]=4)=[CH:16][C:9]=23)[CH:7]=1.C(N(CC)CC)C.[CH3:35][S:36](Cl)(=[O:38])=[O:37]. Product: [F:1][C:2]1[CH:3]=[CH:4][C:5]([O:26][CH3:27])=[C:6]([C:8]2[CH:13]=[CH:12][N:11]=[C:10]3[NH:14][C:15]([C:17]4[CH2:18][CH2:19][N:20]([CH2:23][CH2:24][NH:25][S:36]([CH3:35])(=[O:38])=[O:37])[CH2:21][CH:22]=4)=[CH:16][C:9]=23)[CH:7]=1. The catalyst class is: 42. (5) Reactant: Br[CH2:2][C:3]([C:5]1[C:6]([C:11]2[CH:16]=[CH:15][CH:14]=[CH:13][CH:12]=2)=[N:7][O:8][C:9]=1[CH3:10])=O.[NH2:17][C:18]1[CH:23]=[CH:22][C:21]([I:24])=[CH:20][N:19]=1.Br.C(N(CC)CC)C. Product: [I:24][C:21]1[CH:22]=[CH:23][C:18]2[N:19]([CH:2]=[C:3]([C:5]3[C:6]([C:11]4[CH:16]=[CH:15][CH:14]=[CH:13][CH:12]=4)=[N:7][O:8][C:9]=3[CH3:10])[N:17]=2)[CH:20]=1. The catalyst class is: 8. (6) Reactant: [C@@H:1]12[CH2:7][CH2:6][C@@H:5]1[CH2:4][N:3]([CH2:8][CH2:9][CH2:10][O:11][C:12]1[CH:20]=[CH:19][C:15]([C:16]([NH2:18])=[O:17])=[CH:14][CH:13]=1)[CH2:2]2.[ClH:21]. Product: [ClH:21].[C@@H:5]12[CH2:6][CH2:7][C@@H:1]1[CH2:2][N:3]([CH2:8][CH2:9][CH2:10][O:11][C:12]1[CH:13]=[CH:14][C:15]([C:16]([NH2:18])=[O:17])=[CH:19][CH:20]=1)[CH2:4]2. The catalyst class is: 8. (7) Reactant: N1C=CC=CC=1.[NH2:7][CH:8]=[C:9]1[C:17]2[C:12](=[CH:13][CH:14]=[C:15]([Cl:18])[CH:16]=2)[NH:11][C:10]1=[O:19].[F:20][C:21]([F:36])([F:35])[C:22]1[CH:23]=[C:24]([CH:28]=[C:29]([C:31]([F:34])([F:33])[F:32])[CH:30]=1)[C:25](Cl)=[O:26]. Product: [Cl:18][C:15]1[CH:16]=[C:17]2[C:12](=[CH:13][CH:14]=1)[NH:11][C:10](=[O:19])[C:9]2=[CH:8][NH:7][C:25](=[O:26])[C:24]1[CH:28]=[C:29]([C:31]([F:32])([F:33])[F:34])[CH:30]=[C:22]([C:21]([F:20])([F:35])[F:36])[CH:23]=1. The catalyst class is: 6.